From a dataset of Forward reaction prediction with 1.9M reactions from USPTO patents (1976-2016). Predict the product of the given reaction. (1) Given the reactants [Br:1][C:2]1[CH:3]=[CH:4][C:5]([F:17])=[C:6]([C:8]2([CH2:15][F:16])[NH:13][C:12](=S)[CH2:11][O:10][CH2:9]2)[CH:7]=1.[NH3:18].CO, predict the reaction product. The product is: [Br:1][C:2]1[CH:3]=[CH:4][C:5]([F:17])=[C:6]([C:8]2([CH2:15][F:16])[CH2:9][O:10][CH2:11][C:12]([NH2:18])=[N:13]2)[CH:7]=1. (2) Given the reactants [C:1]([O:5][C:6]([NH:8][C@H:9]([C:11]([OH:13])=[O:12])[CH3:10])=[O:7])([CH3:4])([CH3:3])[CH3:2].C1N=CN(C(N2C=NC=C2)=O)C=1.[CH2:26](O)[CH2:27][CH2:28][CH:29]=[CH2:30], predict the reaction product. The product is: [CH2:30]([O:12][C:11](=[O:13])[CH:9]([NH:8][C:6]([O:5][C:1]([CH3:2])([CH3:3])[CH3:4])=[O:7])[CH3:10])[CH2:29][CH2:28][CH:27]=[CH2:26].